From a dataset of Reaction yield outcomes from USPTO patents with 853,638 reactions. Predict the reaction yield, written as a fraction of the theoretical maximum amount of product (1.0 means a 100% yield; for example, 0.34 means a 34% yield). The reactants are [CH3:1][C:2]1[CH:3]=[N:4][CH:5]=[CH:6][C:7]=1[NH:8][C:9](=[O:15])[O:10][C:11]([CH3:14])([CH3:13])[CH3:12].C([Li])CCC.[F:21][C:22]1[N:29]=[CH:28][CH:27]=[CH:26][C:23]=1[CH:24]=[O:25]. The product is [F:21][C:22]1[C:23]([CH:24]([OH:25])[CH2:1][C:2]2[CH:3]=[N:4][CH:5]=[CH:6][C:7]=2[NH:8][C:9](=[O:15])[O:10][C:11]([CH3:12])([CH3:14])[CH3:13])=[CH:26][CH:27]=[CH:28][N:29]=1. The yield is 0.340. The catalyst is C1COCC1.